This data is from Forward reaction prediction with 1.9M reactions from USPTO patents (1976-2016). The task is: Predict the product of the given reaction. (1) Given the reactants [CH:1]1([C:4]2[CH:5]=[CH:6][CH:7]=[C:8]3[C:16]=2[CH:11]2[NH:12][C:13](=[O:15])[CH2:14][CH:10]2[CH2:9]3)[CH2:3][CH2:2]1.C(#N)C.[C:20](O[C:20]([O:22][C:23]([CH3:26])([CH3:25])[CH3:24])=[O:21])([O:22][C:23]([CH3:26])([CH3:25])[CH3:24])=[O:21].CN(C1C=CC=CN=1)C.C(N(CC)CC)C, predict the reaction product. The product is: [CH:1]1([C:4]2[CH:5]=[CH:6][CH:7]=[C:8]3[C:16]=2[CH:11]2[N:12]([C:20]([O:22][C:23]([CH3:26])([CH3:25])[CH3:24])=[O:21])[C:13](=[O:15])[CH2:14][CH:10]2[CH2:9]3)[CH2:3][CH2:2]1. (2) Given the reactants Br[C:2]1[CH:24]=[CH:23][C:5]2[C:6]3[N:7]=[C:8]([N:14]4[C:18]([C:19]([CH3:22])([CH3:21])[CH3:20])=[CH:17][N:16]=[N:15]4)[S:9][C:10]=3[CH2:11][CH2:12][O:13][C:4]=2[CH:3]=1, predict the reaction product. The product is: [C:19]([C:18]1[N:14]([C:8]2[S:9][C:10]3[CH2:11][CH2:12][O:13][C:4]4[CH:3]=[CH:2][CH:24]=[CH:23][C:5]=4[C:6]=3[N:7]=2)[N:15]=[N:16][CH:17]=1)([CH3:22])([CH3:20])[CH3:21]. (3) Given the reactants [Cl:1][C:2]1[CH:3]=[C:4]([NH:11][C:12]2[CH:17]=[CH:16][CH:15]=[C:14]([N:18]3[CH2:22][CH2:21][CH2:20][C@@H:19]3[CH3:23])[N:13]=2)[C:5]2[N:6]([N:8]=[CH:9][N:10]=2)[CH:7]=1.CC1(C)C(C)(C)OB([C:32]2[CH:33]=[C:34]([CH:40]=[CH:41][CH:42]=2)[CH2:35][NH:36][CH2:37][CH2:38][OH:39])O1.CC(C1C=C(C(C)C)C(C2C=CC=CC=2P(C2CCCCC2)C2CCCCC2)=C(C(C)C)C=1)C.C([O-])([O-])=O.[Cs+].[Cs+], predict the reaction product. The product is: [ClH:1].[CH3:23][C@H:19]1[CH2:20][CH2:21][CH2:22][N:18]1[C:14]1[N:13]=[C:12]([NH:11][C:4]2[C:5]3[N:6]([N:8]=[CH:9][N:10]=3)[CH:7]=[C:2]([C:32]3[CH:33]=[C:34]([CH:40]=[CH:41][CH:42]=3)[CH2:35][NH:36][CH2:37][CH2:38][OH:39])[CH:3]=2)[CH:17]=[CH:16][CH:15]=1. (4) Given the reactants [Cl:1][C:2]1[CH:3]=[C:4]([C:8]2[N:9]=[C:10]([N:16]3[C:20]4[CH:21]=[C:22]([OH:25])[CH:23]=[CH:24][C:19]=4[N:18]=[CH:17]3)[S:11][C:12]=2[C:13]([NH2:15])=[O:14])[CH:5]=[CH:6][CH:7]=1.[N:26]1([CH2:32][CH2:33][CH2:34]OS(C2C=CC(C)=CC=2)(=O)=O)[CH2:31][CH2:30][CH2:29][CH2:28][CH2:27]1.C(=O)([O-])[O-].[Cs+].[Cs+], predict the reaction product. The product is: [Cl:1][C:2]1[CH:3]=[C:4]([C:8]2[N:9]=[C:10]([N:16]3[C:20]4[CH:21]=[C:22]([O:25][CH2:34][CH2:33][CH2:32][N:26]5[CH2:31][CH2:30][CH2:29][CH2:28][CH2:27]5)[CH:23]=[CH:24][C:19]=4[N:18]=[CH:17]3)[S:11][C:12]=2[C:13]([NH2:15])=[O:14])[CH:5]=[CH:6][CH:7]=1. (5) Given the reactants CC([N:5]([C@H:9]1[CH2:13][CH2:12][N:11]([S:14]([C:17]2[C:18]([OH:24])=[N:19][CH:20]=[C:21](Br)[CH:22]=2)(=[O:16])=[O:15])[CH2:10]1)C(=O)[O-])(C)C.[CH3:25][C:26]1([CH3:50])[CH2:35][CH2:34][C:33]2[N:32]=[CH:31][N:30]=[C:29]([N:36]3[CH2:42][C:41]4[CH:43]=[C:44](B(O)O)[CH:45]=[CH:46][C:40]=4[O:39][CH2:38][CH2:37]3)[C:28]=2[CH2:27]1, predict the reaction product. The product is: [NH2:5][C@H:9]1[CH2:13][CH2:12][N:11]([S:14]([C:17]2[C:18]([OH:24])=[N:19][CH:20]=[C:21]([C:44]3[CH:45]=[CH:46][C:40]4[O:39][CH2:38][CH2:37][N:36]([C:29]5[C:28]6[CH2:27][C:26]([CH3:25])([CH3:50])[CH2:35][CH2:34][C:33]=6[N:32]=[CH:31][N:30]=5)[CH2:42][C:41]=4[CH:43]=3)[CH:22]=2)(=[O:15])=[O:16])[CH2:10]1. (6) Given the reactants Br[C:2]1[CH:3]=[C:4]2[C:12](=[C:13]([C:15](=[O:17])[NH2:16])[CH:14]=1)[NH:11][C:10]1[CH:9]=[C:8]([C:18]([OH:20])=[O:19])[CH:7]=[CH:6][C:5]2=1.[CH3:21][C:22]1[C:26](B2OC(C)(C)C(C)(C)O2)=[C:25]([CH3:36])[O:24][N:23]=1.P([O-])([O-])([O-])=O.[K+].[K+].[K+], predict the reaction product. The product is: [C:15]([C:13]1[CH:14]=[C:2]([C:26]2[C:22]([CH3:21])=[N:23][O:24][C:25]=2[CH3:36])[CH:3]=[C:4]2[C:12]=1[NH:11][C:10]1[CH:9]=[C:8]([C:18]([OH:20])=[O:19])[CH:7]=[CH:6][C:5]2=1)(=[O:17])[NH2:16].